This data is from Forward reaction prediction with 1.9M reactions from USPTO patents (1976-2016). The task is: Predict the product of the given reaction. Given the reactants [F:1][C:2]1[CH:3]=[C:4]2[C:8](=[CH:9][CH:10]=1)[CH:7]([NH:11][C:12]1[O:13][CH2:14][C:15]3[CH:21]=[C:20]([NH2:22])[CH:19]=[CH:18][C:16]=3[N:17]=1)[CH2:6][CH2:5]2.[CH3:23][O:24][CH2:25][C:26](Cl)=[O:27], predict the reaction product. The product is: [F:1][C:2]1[CH:3]=[C:4]2[C:8](=[CH:9][CH:10]=1)[CH:7]([NH:11][C:12]1[O:13][CH2:14][C:15]3[CH:21]=[C:20]([NH:22][C:26](=[O:27])[CH2:25][O:24][CH3:23])[CH:19]=[CH:18][C:16]=3[N:17]=1)[CH2:6][CH2:5]2.